This data is from Forward reaction prediction with 1.9M reactions from USPTO patents (1976-2016). The task is: Predict the product of the given reaction. (1) Given the reactants [Cl-].[C:2]([C:5]1([NH3+:8])[CH2:7][CH2:6]1)([OH:4])=[O:3].C(N(CC)CC)C.[F:16][C:17]([F:24])([F:23])[C:18](OCC)=[O:19], predict the reaction product. The product is: [F:16][C:17]([F:24])([F:23])[C:18]([NH:8][C:5]1([C:2]([OH:4])=[O:3])[CH2:7][CH2:6]1)=[O:19]. (2) Given the reactants C([O:3][C:4](=[O:40])[C@H:5]([N:33]([CH2:37][CH2:38][CH3:39])[CH2:34][CH2:35][CH3:36])[CH2:6][CH2:7][CH2:8][N:9]([CH2:11][C:12]1[CH:17]=[CH:16][C:15]([CH2:18][N:19]([CH2:27][C:28]2[NH:29][CH:30]=[CH:31][N:32]=2)[CH2:20][C:21]2[N:22]([CH3:26])[CH:23]=[CH:24][N:25]=2)=[CH:14][CH:13]=1)[CH3:10])C, predict the reaction product. The product is: [CH2:34]([N:33]([C@H:5]([CH2:6][CH2:7][CH2:8][N:9]([CH2:11][C:12]1[CH:13]=[CH:14][C:15]([CH2:18][N:19]([CH2:27][C:28]2[NH:29][CH:30]=[CH:31][N:32]=2)[CH2:20][C:21]2[N:22]([CH3:26])[CH:23]=[CH:24][N:25]=2)=[CH:16][CH:17]=1)[CH3:10])[C:4]([OH:40])=[O:3])[CH2:37][CH2:38][CH3:39])[CH2:35][CH3:36]. (3) Given the reactants C([O:4][CH2:5][C@H:6]1[CH2:11][C@@H:10]([O:12]C(=O)C)[CH2:9][CH2:8][C@@:7]1([C@H:17]1[CH2:25][CH2:24][C@@:23]2([CH3:26])[C@@H:19]([CH2:20][CH2:21][C:22]2=[CH2:27])[C@@H:18]1[CH2:28]O)[CH3:16])(=O)C.CCN(CC)CC.CS(Cl)(=O)=O.[OH-].[K+].[NH:44]1[C:52]2[C:47](=[CH:48][CH:49]=[CH:50][CH:51]=2)[CH:46]=[CH:45]1.S([O-])(=O)(=O)C, predict the reaction product. The product is: [N:44]1([CH2:28][C@@H:18]2[C@@H:17]([C@@:7]3([CH3:16])[CH2:8][CH2:9][C@H:10]([OH:12])[CH2:11][C@@H:6]3[CH2:5][OH:4])[CH2:25][CH2:24][C@@:23]3([CH3:26])[C@H:19]2[CH2:20][CH2:21][C:22]3=[CH2:27])[C:52]2[C:47](=[CH:48][CH:49]=[CH:50][CH:51]=2)[CH:46]=[CH:45]1. (4) Given the reactants [CH3:1][O:2][C:3]1[CH:10]=[CH:9][C:6]([CH2:7]Cl)=[CH:5][CH:4]=1.[Br:11][C:12]1[CH:17]=[C:16]([Br:18])[CH:15]=[CH:14][C:13]=1[OH:19].C(=O)([O-])[O-].[K+].[K+].C(=O)([O-])[O-].[Cs+].[Cs+], predict the reaction product. The product is: [Br:11][C:12]1[CH:17]=[C:16]([Br:18])[CH:15]=[CH:14][C:13]=1[O:19][CH2:7][C:6]1[CH:9]=[CH:10][C:3]([O:2][CH3:1])=[CH:4][CH:5]=1. (5) The product is: [F:17][C:16]1[CH:15]=[C:14]([F:18])[CH:13]=[CH:12][C:11]=1[C:10]1[CH:9]=[C:8]([C:19]([OH:21])=[O:20])[C:7]([OH:22])=[C:6]([I:1])[CH:5]=1. Given the reactants [I-:1].[Na+].[OH-].[Na+].[CH:5]1[C:10]([C:11]2[CH:12]=[CH:13][C:14]([F:18])=[CH:15][C:16]=2[F:17])=[CH:9][C:8]([C:19]([OH:21])=[O:20])=[C:7]([OH:22])[CH:6]=1.Cl[O-].[Na+].S([O-])([O-])(=O)=S.[Na+].[Na+].Cl, predict the reaction product. (6) Given the reactants [Cl:1][C:2]1[CH:3]=[C:4]([N:10]2[C:14]([CH3:15])=[C:13]([O:16][CH2:17][C:18]3[CH:19]=[N:20][N:21]([C:26]([C:39]4[CH:44]=[CH:43][CH:42]=[CH:41][CH:40]=4)([C:33]4[CH:38]=[CH:37][CH:36]=[CH:35][CH:34]=4)[C:27]4[CH:32]=[CH:31][CH:30]=[CH:29][CH:28]=4)[C:22]=3[C:23]([OH:25])=O)[C:12]([CH3:45])=[N:11]2)[CH:5]=[CH:6][C:7]=1[C:8]#[N:9].[NH2:46][CH2:47][C:48]([CH3:51])([OH:50])[CH3:49], predict the reaction product. The product is: [Cl:1][C:2]1[CH:3]=[C:4]([N:10]2[C:14]([CH3:15])=[C:13]([O:16][CH2:17][C:18]3[CH:19]=[N:20][N:21]([C:26]([C:39]4[CH:40]=[CH:41][CH:42]=[CH:43][CH:44]=4)([C:33]4[CH:34]=[CH:35][CH:36]=[CH:37][CH:38]=4)[C:27]4[CH:32]=[CH:31][CH:30]=[CH:29][CH:28]=4)[C:22]=3[C:23]([NH:46][CH2:47][C:48]([OH:50])([CH3:51])[CH3:49])=[O:25])[C:12]([CH3:45])=[N:11]2)[CH:5]=[CH:6][C:7]=1[C:8]#[N:9]. (7) Given the reactants [CH2:1]([C:3]1[S:27][C:6]2[N:7]=[CH:8][N:9]=[C:10]([O:11][C@H:12]([CH2:18][C:19]3[CH:24]=[CH:23][CH:22]=[CH:21][C:20]=3[O:25][CH3:26])[C:13]([O:15][CH2:16][CH3:17])=[O:14])[C:5]=2[C:4]=1I)[CH3:2].[Cl:29][C:30]1[C:35]([CH3:36])=[C:34](B2OC(C)(C)C(C)(C)O2)[CH:33]=[CH:32][C:31]=1[OH:46].Cl, predict the reaction product. The product is: [Cl:29][C:30]1[C:35]([CH3:36])=[C:34]([C:4]2[C:5]3[C:10]([O:11][C@H:12]([CH2:18][C:19]4[CH:24]=[CH:23][CH:22]=[CH:21][C:20]=4[O:25][CH3:26])[C:13]([O:15][CH2:16][CH3:17])=[O:14])=[N:9][CH:8]=[N:7][C:6]=3[S:27][C:3]=2[CH2:1][CH3:2])[CH:33]=[CH:32][C:31]=1[OH:46].